From a dataset of Forward reaction prediction with 1.9M reactions from USPTO patents (1976-2016). Predict the product of the given reaction. (1) Given the reactants [NH2:1][CH2:2][C:3]1([CH3:16])[CH2:8][CH2:7][N:6]([C:9]([O:11][C:12]([CH3:15])([CH3:14])[CH3:13])=[O:10])[CH2:5][CH2:4]1.CCN(C(C)C)C(C)C.[Cl:26][C:27]1[CH:35]=[CH:34][C:30]([C:31](Cl)=[O:32])=[CH:29][CH:28]=1, predict the reaction product. The product is: [Cl:26][C:27]1[CH:35]=[CH:34][C:30]([C:31]([NH:1][CH2:2][C:3]2([CH3:16])[CH2:8][CH2:7][N:6]([C:9]([O:11][C:12]([CH3:15])([CH3:14])[CH3:13])=[O:10])[CH2:5][CH2:4]2)=[O:32])=[CH:29][CH:28]=1. (2) The product is: [CH:1]([C:4]1[CH:5]=[CH:6][C:7]([CH:10]2[C:14]3[CH:15]=[C:16]([O:19][CH2:28][C:27]4[CH:30]=[CH:31][C:24]([O:23][CH3:22])=[CH:25][CH:26]=4)[CH:17]=[CH:18][C:13]=3[O:12][C:11]2([CH3:21])[CH3:20])=[CH:8][CH:9]=1)([CH3:3])[CH3:2]. Given the reactants [CH:1]([C:4]1[CH:9]=[CH:8][C:7]([CH:10]2[C:14]3[CH:15]=[C:16]([OH:19])[CH:17]=[CH:18][C:13]=3[O:12][C:11]2([CH3:21])[CH3:20])=[CH:6][CH:5]=1)([CH3:3])[CH3:2].[CH3:22][O:23][C:24]1[CH:31]=[CH:30][C:27]([CH2:28]Cl)=[CH:26][CH:25]=1, predict the reaction product. (3) Given the reactants [OH:1][C:2]1[CH:3]=[CH:4][C:5]2[CH2:6][C@H:7]3[N:18]([C:19]([O:21][C:22]([CH3:25])([CH3:24])[CH3:23])=[O:20])[CH2:17][CH2:16][C@@:13]4([C:14]=2[CH:15]=1)[C@H:8]3[CH2:9][CH2:10][CH2:11][CH2:12]4.C(N(CC)CC)C.[C:33]1([N:39]=[C:40]=[O:41])[CH:38]=[CH:37][CH:36]=[CH:35][CH:34]=1, predict the reaction product. The product is: [NH:39]([C:40]([O:1][C:2]1[CH:3]=[CH:4][C:5]2[CH2:6][C@H:7]3[N:18]([C:19]([O:21][C:22]([CH3:25])([CH3:24])[CH3:23])=[O:20])[CH2:17][CH2:16][C@@:13]4([C:14]=2[CH:15]=1)[C@H:8]3[CH2:9][CH2:10][CH2:11][CH2:12]4)=[O:41])[C:33]1[CH:38]=[CH:37][CH:36]=[CH:35][CH:34]=1. (4) Given the reactants [NH2:1][C:2]1[CH:7]=[CH:6][C:5]([O:8][S:9]([C:12]2[CH:17]=[CH:16][C:15](F)=[CH:14][CH:13]=2)(=[O:11])=[O:10])=[CH:4][C:3]=1[N+:19]([O-:21])=[O:20].[CH:22]1([CH2:25][NH2:26])[CH2:24][CH2:23]1.O, predict the reaction product. The product is: [NH2:1][C:2]1[CH:7]=[CH:6][C:5]([O:8][S:9]([C:12]2[CH:17]=[CH:16][C:15]([NH:26][CH2:25][CH:22]3[CH2:24][CH2:23]3)=[CH:14][CH:13]=2)(=[O:11])=[O:10])=[CH:4][C:3]=1[N+:19]([O-:21])=[O:20].